Dataset: Full USPTO retrosynthesis dataset with 1.9M reactions from patents (1976-2016). Task: Predict the reactants needed to synthesize the given product. (1) Given the product [CH2:1]([N:3]([CH2:6][CH3:7])[CH2:4][CH3:5])[CH3:2].[CH3:8][OH:9], predict the reactants needed to synthesize it. The reactants are: [CH2:1]([N:3]([CH2:6][CH3:7])[CH2:4][CH3:5])[CH3:2].[CH3:8][OH:9]. (2) The reactants are: [NH2:1][C:2]1[C:10]2[O:9][CH:8]([CH2:11][OH:12])[CH2:7][C:6]=2[C:5](Br)=[C:4]([CH3:14])[CH:3]=1.[N:15]1[CH:20]=[CH:19][C:18](B(O)O)=[CH:17][CH:16]=1.[C:24]([O-])([O-])=O.[Cs+].[Cs+].O. Given the product [NH2:1][C:2]1[C:10]2[O:9][CH:8]([CH:11]([OH:12])[CH3:24])[CH2:7][C:6]=2[C:5]([C:18]2[CH:19]=[CH:20][N:15]=[CH:16][CH:17]=2)=[C:4]([CH3:14])[CH:3]=1, predict the reactants needed to synthesize it. (3) The reactants are: [CH:1]1([CH2:4][N:5]([CH2:24][CH2:25][CH3:26])[C:6]2[N:11]=[CH:10][N:9]=[C:8]([C:12]([NH:14][C:15]3[CH:16]=[C:17]4[C:21](=[CH:22][CH:23]=3)[NH:20][N:19]=[CH:18]4)=[O:13])[CH:7]=2)[CH2:3][CH2:2]1.C(=O)([O-])[O-].[K+].[K+].[I-].[K+].Cl[CH2:36][C:37]([N:39]([CH3:41])[CH3:40])=[O:38]. Given the product [CH:1]1([CH2:4][N:5]([CH2:24][CH2:25][CH3:26])[C:6]2[N:11]=[CH:10][N:9]=[C:8]([C:12]([NH:14][C:15]3[CH:23]=[CH:22][C:21]4[C:17](=[CH:18][N:19]([CH2:36][C:37]([N:39]([CH3:41])[CH3:40])=[O:38])[N:20]=4)[CH:16]=3)=[O:13])[CH:7]=2)[CH2:3][CH2:2]1, predict the reactants needed to synthesize it. (4) The reactants are: [CH2:1]([N:8]([CH2:22][C:23]1[CH:28]=[CH:27][CH:26]=[CH:25][CH:24]=1)[C@@H:9]([CH2:20][CH3:21])[C:10]([O:12]CC1C=CC=CC=1)=[O:11])[C:2]1[CH:7]=[CH:6][CH:5]=[CH:4][CH:3]=1.CO.[OH-].[Na+].Cl. Given the product [CH2:22]([N:8]([CH2:1][C:2]1[CH:3]=[CH:4][CH:5]=[CH:6][CH:7]=1)[C@@H:9]([CH2:20][CH3:21])[C:10]([OH:12])=[O:11])[C:23]1[CH:24]=[CH:25][CH:26]=[CH:27][CH:28]=1, predict the reactants needed to synthesize it. (5) The reactants are: [C:1]1(=[O:7])[O:6][C:4](=[O:5])[CH2:3][CH2:2]1.[CH2:8]([NH2:26])[CH2:9][CH2:10][CH2:11][CH2:12][CH2:13][CH2:14][CH2:15][CH2:16][CH2:17][CH2:18][CH2:19][CH2:20][CH2:21][CH2:22][CH2:23][CH2:24][CH3:25].CCN(CC)CC. Given the product [CH2:8]([NH:26][C:1](=[O:7])[CH2:2][CH2:3][C:4]([OH:6])=[O:5])[CH2:9][CH2:10][CH2:11][CH2:12][CH2:13][CH2:14][CH2:15][CH2:16][CH2:17][CH2:18][CH2:19][CH2:20][CH2:21][CH2:22][CH2:23][CH2:24][CH3:25], predict the reactants needed to synthesize it. (6) Given the product [NH2:17][C:8]1([C:12]([NH:48][C@H:49]2[CH2:54][CH2:53][C@@H:52]([N:55]3[C:60](=[O:61])[C:59]4[CH:62]=[C:63]([F:66])[CH:64]=[N:65][C:58]=4[N:57]([C:67]4[CH:68]=[C:69]([C:73]5[CH:78]=[CH:77][CH:76]=[CH:75][CH:74]=5)[CH:70]=[CH:71][CH:72]=4)[C:56]3=[O:79])[CH2:51][CH2:50]2)=[O:14])[CH2:9][CH2:10]1, predict the reactants needed to synthesize it. The reactants are: C([C:8]1([C:12]([OH:14])=O)[CH2:10][CH:9]1N)(OC(C)(C)C)=O.CC[N:17](C(C)C)C(C)C.CN(C(ON1N=NC2C=CC=NC1=2)=[N+](C)C)C.F[P-](F)(F)(F)(F)F.[NH2:48][C@@H:49]1[CH2:54][CH2:53][C@H:52]([N:55]2[C:60](=[O:61])[C:59]3[CH:62]=[C:63]([F:66])[CH:64]=[N:65][C:58]=3[N:57]([C:67]3[CH:68]=[C:69]([C:73]4[CH:78]=[CH:77][CH:76]=[CH:75][CH:74]=4)[CH:70]=[CH:71][CH:72]=3)[C:56]2=[O:79])[CH2:51][CH2:50]1. (7) Given the product [CH3:1][O:2][C:3]([C:5]1[S:6][C:7]([C:13](=[O:15])[NH:57][CH2:58][C:59]2[CH:64]=[CH:63][CH:62]=[C:61]([OH:65])[CH:60]=2)=[CH:8][C:9]=1[CH:10]([CH3:11])[CH3:12])=[O:4], predict the reactants needed to synthesize it. The reactants are: [CH3:1][O:2][C:3]([C:5]1[S:6][C:7]([C:13]([OH:15])=O)=[CH:8][C:9]=1[CH:10]([CH3:12])[CH3:11])=[O:4].C(N(CC)CC)C.CN(C(ON1N=NC2C=CC=CC1=2)=[N+](C)C)C.F[P-](F)(F)(F)(F)F.C1C=CC2N(O)N=NC=2C=1.[NH2:57][CH2:58][C:59]1[CH:60]=[C:61]([OH:65])[CH:62]=[CH:63][CH:64]=1.